Dataset: Reaction yield outcomes from USPTO patents with 853,638 reactions. Task: Predict the reaction yield, written as a fraction of the theoretical maximum amount of product (1.0 means a 100% yield; for example, 0.34 means a 34% yield). The reactants are [C:1]1(=[O:12])[O:7][C:5](=[O:6])[C:4]2=[CH:8][CH:9]=[CH:10][CH:11]=[C:3]2[CH2:2]1.[CH3:13][O:14][CH2:15][CH2:16][N:17]=[CH:18][C:19]1[S:20][CH:21]=[CH:22][CH:23]=1.C(N(CC)CC)C.[OH-].[Na+]. The catalyst is ClCCl. The product is [CH3:13][O:14][CH2:15][CH2:16][N:17]1[CH:18]([C:19]2[S:20][CH:21]=[CH:22][CH:23]=2)[CH:2]([C:1]([OH:7])=[O:12])[C:3]2[C:4](=[CH:8][CH:9]=[CH:10][CH:11]=2)[C:5]1=[O:6]. The yield is 0.990.